This data is from Forward reaction prediction with 1.9M reactions from USPTO patents (1976-2016). The task is: Predict the product of the given reaction. (1) Given the reactants [N:1]1([C:10]2[N:18]=[C:17](Cl)[N:16]=[C:15]3[C:11]=2[N:12]=[CH:13][NH:14]3)[C:5]2[CH:6]=[CH:7][CH:8]=[CH:9][C:4]=2[N:3]=[CH:2]1.[CH:20]1([NH2:26])[CH2:25][CH2:24][CH2:23][CH2:22][CH2:21]1, predict the reaction product. The product is: [N:1]1([C:10]2[N:18]=[C:17]([NH:26][CH:20]3[CH2:25][CH2:24][CH2:23][CH2:22][CH2:21]3)[N:16]=[C:15]3[C:11]=2[N:12]=[CH:13][NH:14]3)[C:5]2[CH:6]=[CH:7][CH:8]=[CH:9][C:4]=2[N:3]=[CH:2]1. (2) Given the reactants [F:1][C:2]1([F:17])[CH2:5][C:4]([C:10]2[CH:15]=[CH:14][C:13]([F:16])=[CH:12][CH:11]=2)([C:6]([O:8]C)=[O:7])[CH2:3]1.[OH-].[Na+], predict the reaction product. The product is: [F:17][C:2]1([F:1])[CH2:3][C:4]([C:10]2[CH:15]=[CH:14][C:13]([F:16])=[CH:12][CH:11]=2)([C:6]([OH:8])=[O:7])[CH2:5]1. (3) The product is: [N:15]1[CH:16]=[CH:17][CH:18]=[C:13]([N:9]2[C:10]3[C:6](=[CH:5][C:4]([NH2:1])=[CH:12][CH:11]=3)[CH:7]=[CH:8]2)[CH:14]=1. Given the reactants [N+:1]([C:4]1[CH:5]=[C:6]2[C:10](=[CH:11][CH:12]=1)[N:9]([C:13]1[CH:14]=[N:15][CH:16]=[CH:17][CH:18]=1)[CH:8]=[CH:7]2)([O-])=O, predict the reaction product. (4) Given the reactants Br[C:2]1[CH:11]=[CH:10][C:9]2[N:8]=[CH:7][C:6]3[N:12]([CH3:23])[C:13](=[O:22])[N:14]([C:15]4[C:16]([Cl:21])=[N:17][N:18]([CH3:20])[CH:19]=4)[C:5]=3[C:4]=2[CH:3]=1.[CH3:24][O:25][C:26]1[C:31]([C:32]([O:34][CH3:35])=[O:33])=[CH:30][C:29](B2OC(C)(C)C(C)(C)O2)=[CH:28][N:27]=1, predict the reaction product. The product is: [CH3:35][O:34][C:32](=[O:33])[C:31]1[CH:30]=[C:29]([C:2]2[CH:11]=[CH:10][C:9]3[N:8]=[CH:7][C:6]4[N:12]([CH3:23])[C:13](=[O:22])[N:14]([C:15]5[C:16]([Cl:21])=[N:17][N:18]([CH3:20])[CH:19]=5)[C:5]=4[C:4]=3[CH:3]=2)[CH:28]=[N:27][C:26]=1[O:25][CH3:24]. (5) Given the reactants C([O:8][C:9]1[CH:14]=[C:13]([O:15][CH3:16])[CH:12]=[CH:11][C:10]=1[C:17]([C:19]1[CH:20]=[N:21][C:22]([O:25][CH2:26][CH2:27][C:28]2[N:29]=[C:30]([C:34]3[CH:39]=[CH:38][CH:37]=[CH:36][CH:35]=3)[O:31][C:32]=2[CH3:33])=[CH:23][CH:24]=1)=[O:18])C1C=CC=CC=1, predict the reaction product. The product is: [OH:8][C:9]1[CH:14]=[C:13]([O:15][CH3:16])[CH:12]=[CH:11][C:10]=1[C:17]([C:19]1[CH:20]=[N:21][C:22]([O:25][CH2:26][CH2:27][C:28]2[N:29]=[C:30]([C:34]3[CH:35]=[CH:36][CH:37]=[CH:38][CH:39]=3)[O:31][C:32]=2[CH3:33])=[CH:23][CH:24]=1)=[O:18]. (6) Given the reactants [CH2:1]([O:5][C:6]1[CH:7]=[C:8]([CH:12]=[C:13]([O:15][CH2:16][CH:17]([CH3:19])[CH3:18])[CH:14]=1)[C:9]([OH:11])=O)[CH:2]([CH3:4])[CH3:3].C(Cl)(=O)C(Cl)=O.[Cl-].[Al+3].[Cl-].[Cl-].[CH2:30]([O:34][C:35]1[CH:40]=[CH:39][CH:38]=[CH:37][C:36]=1[CH2:41][CH2:42][C:43]([O:45][CH2:46][CH3:47])=[O:44])[CH:31]([CH3:33])[CH3:32], predict the reaction product. The product is: [CH2:16]([O:15][C:13]1[CH:12]=[C:8]([CH:7]=[C:6]([O:5][CH2:1][CH:2]([CH3:3])[CH3:4])[CH:14]=1)[C:9]([C:38]1[CH:39]=[CH:40][C:35]([O:34][CH2:30][CH:31]([CH3:32])[CH3:33])=[C:36]([CH2:41][CH2:42][C:43]([O:45][CH2:46][CH3:47])=[O:44])[CH:37]=1)=[O:11])[CH:17]([CH3:19])[CH3:18]. (7) Given the reactants [CH2:1]([O:8][C:9]1[CH:17]=[CH:16][C:12]([C:13]([OH:15])=[O:14])=[C:11]([Cl:18])[CH:10]=1)[C:2]1[CH:7]=[CH:6][CH:5]=[CH:4][CH:3]=1.[CH2:19]([C:24]1[CH:29]=[CH:28][C:27]([O:30][C:31](=[O:39])[C:32]2[CH:37]=[CH:36][C:35](O)=[CH:34][CH:33]=2)=[CH:26][CH:25]=1)[CH2:20][CH2:21][CH2:22][CH3:23].C1(N=C=NC2CCCCC2)CCCCC1, predict the reaction product. The product is: [CH2:19]([C:24]1[CH:29]=[CH:28][C:27]([O:30][C:31]([C:32]2[CH:37]=[CH:36][C:35]([O:14][C:13](=[O:15])[C:12]3[CH:16]=[CH:17][C:9]([O:8][CH2:1][C:2]4[CH:3]=[CH:4][CH:5]=[CH:6][CH:7]=4)=[CH:10][C:11]=3[Cl:18])=[CH:34][CH:33]=2)=[O:39])=[CH:26][CH:25]=1)[CH2:20][CH2:21][CH2:22][CH3:23].